From a dataset of Full USPTO retrosynthesis dataset with 1.9M reactions from patents (1976-2016). Predict the reactants needed to synthesize the given product. (1) The reactants are: [N+:1]([C:4]1[CH:11]=[C:10]([N+]([O-])=O)[CH:9]=[CH:8][C:5]=1[CH:6]=O)([O-])=O.C1(P(=[CH:34][C:35](OCC)=[O:36])(C2C=CC=CC=2)C2C=CC=CC=2)C=CC=CC=1.C(O)(=O)C.C(O)C. Given the product [NH:1]1[C:4]2[C:5](=[CH:8][CH:9]=[CH:10][CH:11]=2)[CH:6]=[CH:34][C:35]1=[O:36], predict the reactants needed to synthesize it. (2) Given the product [CH2:5]([C:3]1[CH2:2][C:1](=[O:7])[N:18]([C:15]2[CH:14]=[CH:13][C:12]([C:11]([F:20])([F:21])[F:10])=[CH:17][CH:16]=2)[N:19]=1)[CH3:23], predict the reactants needed to synthesize it. The reactants are: [C:1]([O:7]CC)(=O)[CH2:2][C:3]([CH3:5])=O.[F:10][C:11]([F:21])([F:20])[C:12]1[CH:17]=[CH:16][C:15]([NH:18][NH2:19])=[CH:14][CH:13]=1.Cl.[CH3:23]C1C=C(NN)C=CC=1C. (3) Given the product [Cl:1][C:2]1[CH:3]=[CH:4][C:5]([CH2:6][CH:7]2[CH2:10][N:9]([CH2:11][CH2:12][CH2:13][NH:14][C:24]([NH:25][C:26]3[S:27][C:28]([CH2:31][CH3:32])=[N:29][N:30]=3)=[O:23])[CH2:8]2)=[CH:15][CH:16]=1, predict the reactants needed to synthesize it. The reactants are: [Cl:1][C:2]1[CH:16]=[CH:15][C:5]([CH2:6][CH:7]2[CH2:10][N:9]([CH2:11][CH2:12][CH2:13][NH2:14])[CH2:8]2)=[CH:4][CH:3]=1.C1([O:23][C:24](=O)[NH:25][C:26]2[S:27][C:28]([CH2:31][CH3:32])=[N:29][N:30]=2)C=CC=CC=1. (4) Given the product [CH2:32]([N:34]([CH3:35])[CH2:2][CH2:3][N:4]1[C:28](=[O:29])[N:7]2[CH:8]([C:21]3[CH:26]=[CH:25][CH:24]=[C:23]([OH:27])[CH:22]=3)[C:9]3[NH:10][C:11]4[C:16]([C:17]=3[CH2:18][C:6]2([CH3:30])[C:5]1=[O:31])=[CH:15][C:14]([O:19][CH3:20])=[CH:13][CH:12]=4)[CH3:33], predict the reactants needed to synthesize it. The reactants are: Br[CH2:2][CH2:3][N:4]1[C:28](=[O:29])[N:7]2[CH:8]([C:21]3[CH:26]=[CH:25][CH:24]=[C:23]([OH:27])[CH:22]=3)[C:9]3[NH:10][C:11]4[C:16]([C:17]=3[CH2:18][C:6]2([CH3:30])[C:5]1=[O:31])=[CH:15][C:14]([O:19][CH3:20])=[CH:13][CH:12]=4.[CH2:32]([NH:34][CH3:35])[CH3:33]. (5) Given the product [OH:2][C:3]([C:6]1[CH:7]=[CH:8][C:9]2[N:10]([CH:12]=[C:13]([C:15]([C:17]3[CH:22]=[CH:21][CH:20]=[CH:19][CH:18]=3)=[O:16])[N:14]=2)[CH:11]=1)([CH3:5])[CH3:4], predict the reactants needed to synthesize it. The reactants are: Br.[OH:2][C:3]([C:6]1[CH:7]=[CH:8][C:9]2[N:10]([CH:12]=[C:13]([C:15]([C:17]3[CH:22]=[CH:21][CH:20]=[CH:19][CH:18]=3)=[O:16])[N:14]=2)[CH:11]=1)([CH3:5])[CH3:4]. (6) Given the product [CH2:20]([N:8]1[CH2:9][CH2:10][N:11]([CH2:13][C:14]2[CH:19]=[CH:18][CH:17]=[CH:16][CH:15]=2)[CH2:12][C@@H:7]1[CH2:6][NH:27][C:28]1[CH:33]=[CH:32][CH:31]=[CH:30][CH:29]=1)[C:21]1[CH:26]=[CH:25][CH:24]=[CH:23][CH:22]=1, predict the reactants needed to synthesize it. The reactants are: CS(O[CH2:6][C@H:7]1[CH2:12][N:11]([CH2:13][C:14]2[CH:19]=[CH:18][CH:17]=[CH:16][CH:15]=2)[CH2:10][CH2:9][N:8]1[CH2:20][C:21]1[CH:26]=[CH:25][CH:24]=[CH:23][CH:22]=1)(=O)=O.[NH2:27][C:28]1[CH:33]=[CH:32][CH:31]=[CH:30][CH:29]=1.